This data is from Reaction yield outcomes from USPTO patents with 853,638 reactions. The task is: Predict the reaction yield, written as a fraction of the theoretical maximum amount of product (1.0 means a 100% yield; for example, 0.34 means a 34% yield). (1) The reactants are [S:1]1[CH:5]=[CH:4][CH:3]=[C:2]1[CH2:6][NH:7][C:8]([C:10]1[CH:28]=[C:13]2[CH:14]=[C:15]([C:22]3[CH:27]=[CH:26][CH:25]=[CH:24][CH:23]=3)[CH:16]=[C:17]([C:18]([F:21])([F:20])[F:19])[N:12]2[N:11]=1)=[O:9].C1C(=O)N([Br:36])C(=O)C1. The catalyst is CN(C=O)C. The product is [S:1]1[CH:5]=[CH:4][CH:3]=[C:2]1[CH2:6][NH:7][C:8]([C:10]1[C:28]([Br:36])=[C:13]2[CH:14]=[C:15]([C:22]3[CH:27]=[CH:26][CH:25]=[CH:24][CH:23]=3)[CH:16]=[C:17]([C:18]([F:20])([F:21])[F:19])[N:12]2[N:11]=1)=[O:9]. The yield is 0.470. (2) The reactants are [Cl:1][C:2]1[N:7]=[C:6]([C:8]([O:10][CH3:11])=[O:9])[CH:5]=[CH:4][C:3]=1[CH:12]=[O:13].N1C=CN=C1.[C:19]1(=[O:25])[CH2:24][CH2:23][CH2:22][CH:21]=[CH:20]1. The catalyst is CO.O. The product is [Cl:1][C:2]1[N:7]=[C:6]([C:8]([O:10][CH3:11])=[O:9])[CH:5]=[CH:4][C:3]=1[CH:12]([OH:13])[C:21]1[CH2:20][C:19](=[O:25])[CH2:24][CH2:23][CH:22]=1. The yield is 0.870. (3) The reactants are Cl[C:2]1[C:7]([N+]([O-])=O)=[CH:6][C:5]([CH2:11][OH:12])=[CH:4][C:3]=1[S:13]([NH2:16])(=[O:15])=[O:14].[CH2:17](O)C. The product is [OH:12][CH2:11][C:5]1[CH:4]=[C:3]([S:13]([NH2:16])(=[O:15])=[O:14])[CH:2]=[C:7]([CH3:17])[CH:6]=1. The yield is 0.510. The catalyst is [Pd]. (4) The reactants are [Br:1][C:2]1[CH:19]=[CH:18][C:5]([O:6][CH:7]2[CH2:10][N:9](C(OC(C)(C)C)=O)[CH2:8]2)=[CH:4][CH:3]=1.C(O)(C(F)(F)F)=O. The catalyst is C(Cl)Cl. The product is [Br:1][C:2]1[CH:19]=[CH:18][C:5]([O:6][CH:7]2[CH2:8][NH:9][CH2:10]2)=[CH:4][CH:3]=1. The yield is 1.00.